From a dataset of Orexin1 receptor HTS with 218,158 compounds and 233 confirmed actives. Binary Classification. Given a drug SMILES string, predict its activity (active/inactive) in a high-throughput screening assay against a specified biological target. (1) The compound is O=C(Nc1ccccc1)c1cc([N+]([O-])=O)c(NCCc2ccccc2)cc1. The result is 0 (inactive). (2) The molecule is O(C(=O)C(NC(=O)c1occc1)C(C)C)CC(=O)N(c1ccccc1)C. The result is 0 (inactive). (3) The compound is S(=O)(=O)(N1CCC(CC1)C(=O)NCCc1ncccc1)c1ccc(cc1)C. The result is 0 (inactive). (4) The drug is S(CC(=O)N1CCCc2c1cccc2)c1n(c(nn1)c1c(occ1)C)CC. The result is 0 (inactive). (5) The molecule is s1c(C(=O)NCC(=O)N(C(C(=O)NCC2OCCC2)c2ccccc2)c2c(F)cccc2)ccc1. The result is 0 (inactive).